Dataset: Forward reaction prediction with 1.9M reactions from USPTO patents (1976-2016). Task: Predict the product of the given reaction. (1) Given the reactants C(O)(=O)C.C(O)(=O)C.IC1C=CC=CC=1.[Cl:16][C:17]1[N:22]=[C:21]([N:23]2[CH2:28][CH2:27][O:26][CH2:25][C@H:24]2[CH3:29])[CH:20]=[C:19]([CH2:30][S@:31]([CH3:33])=[O:32])[N:18]=1.[F:34][C:35]([F:40])([F:39])[C:36]([NH2:38])=[O:37].[O-2].[Mg+2], predict the reaction product. The product is: [Cl:16][C:17]1[N:18]=[C:19]([CH2:30][S:31]([CH3:33])(=[O:32])=[N:38][C:36](=[O:37])[C:35]([F:40])([F:39])[F:34])[CH:20]=[C:21]([N:23]2[CH2:28][CH2:27][O:26][CH2:25][C@H:24]2[CH3:29])[N:22]=1. (2) Given the reactants Br[C:2]1[CH:3]=[CH:4][C:5]([N:32]([CH2:40][C:41]([O:43][C:44]([CH3:47])([CH3:46])[CH3:45])=[O:42])[C:33]([O:35][C:36]([CH3:39])([CH3:38])[CH3:37])=[O:34])=[N:6][C:7]=1[CH:8]([CH2:19][C:20]1[N:21]=[N:22][C:23]([C:26]2[CH:31]=[CH:30][CH:29]=[CH:28][CH:27]=2)=[CH:24][CH:25]=1)[NH:9][S:10]([C:13]1[CH:14]=[N:15][CH:16]=[CH:17][CH:18]=1)(=[O:12])=[O:11].C(N(CC)CC)C, predict the reaction product. The product is: [C:36]([O:35][C:33]([N:32]([CH2:40][C:41]([O:43][C:44]([CH3:47])([CH3:46])[CH3:45])=[O:42])[C:5]1[CH:4]=[CH:3][CH:2]=[C:7]([CH:8]([CH2:19][C:20]2[N:21]=[N:22][C:23]([C:26]3[CH:31]=[CH:30][CH:29]=[CH:28][CH:27]=3)=[CH:24][CH:25]=2)[NH:9][S:10]([C:13]2[CH:14]=[N:15][CH:16]=[CH:17][CH:18]=2)(=[O:12])=[O:11])[N:6]=1)=[O:34])([CH3:38])([CH3:39])[CH3:37]. (3) Given the reactants C([O:8][C:9]1[CH:26]=[CH:25][C:12]([CH2:13][C:14]([CH3:24])([CH2:20][CH2:21][CH2:22][CH3:23])[C:15]([O:17][CH2:18][CH3:19])=[O:16])=[CH:11][CH:10]=1)C1C=CC=CC=1, predict the reaction product. The product is: [CH2:20]([C:14]([CH3:24])([CH2:13][C:12]1[CH:11]=[CH:10][C:9]([OH:8])=[CH:26][CH:25]=1)[C:15]([O:17][CH2:18][CH3:19])=[O:16])[CH2:21][CH2:22][CH3:23]. (4) Given the reactants [Cl:1][C:2]1[C:7]([NH2:8])=[CH:6][C:5]([F:9])=[CH:4][C:3]=1[NH2:10].C(N(CC)CC)C.[CH2:18]([S:21](Cl)(=[O:23])=[O:22])[CH2:19][CH3:20].C([O-])(O)=O.[Na+], predict the reaction product. The product is: [NH2:10][C:3]1[C:2]([Cl:1])=[C:7]([NH:8][S:21]([CH2:18][CH2:19][CH3:20])(=[O:23])=[O:22])[CH:6]=[C:5]([F:9])[CH:4]=1. (5) Given the reactants [OH:1][CH2:2][C:3]1[CH:4]=[C:5]2[C:10](=[CH:11][CH:12]=1)[N:9]=[C:8]([CH2:13][CH:14]([CH3:16])[CH3:15])[C:7]([CH2:17][NH:18][C:19](=[O:25])[O:20][C:21]([CH3:24])([CH3:23])[CH3:22])=[C:6]2[C:26]1[CH:31]=[CH:30][C:29]([CH3:32])=[CH:28][CH:27]=1, predict the reaction product. The product is: [CH:2]([C:3]1[CH:4]=[C:5]2[C:10](=[CH:11][CH:12]=1)[N:9]=[C:8]([CH2:13][CH:14]([CH3:15])[CH3:16])[C:7]([CH2:17][NH:18][C:19](=[O:25])[O:20][C:21]([CH3:24])([CH3:23])[CH3:22])=[C:6]2[C:26]1[CH:31]=[CH:30][C:29]([CH3:32])=[CH:28][CH:27]=1)=[O:1]. (6) Given the reactants [CH3:1][C:2]([CH3:15])([CH3:14])[C:3](=O)/[CH:4]=[CH:5]/[C:6]([O:8][CH2:9][CH2:10][CH2:11][CH3:12])=[O:7].C(O)(=O)C(O)=O.[CH2:22]([NH:24][NH2:25])[CH3:23].C(N(CC)C(C)C)(C)C, predict the reaction product. The product is: [CH3:1][C:2]([C:3]1[CH2:4][CH:5]([C:6]([O:8][CH2:9][CH2:10][CH2:11][CH3:12])=[O:7])[N:24]([CH2:22][CH3:23])[N:25]=1)([CH3:15])[CH3:14]. (7) Given the reactants [CH3:1][O:2][C:3](=[O:35])[CH2:4][CH:5]1[C:14]2[C:9](=[C:10]([F:15])[CH:11]=[CH:12][CH:13]=2)[N:8]=[C:7]([C:16]2[CH:21]=[CH:20][C:19](Br)=[CH:18][CH:17]=2)[N:6]1[C:23]1[CH:28]=[C:27]([C:29]([F:32])([F:31])[F:30])[CH:26]=[CH:25][C:24]=1[O:33][CH3:34].[CH3:36][O:37][C:38]1[CH:39]=[C:40](B(O)O)[CH:41]=[CH:42][CH:43]=1.C(=O)([O-])[O-].[Na+].[Na+], predict the reaction product. The product is: [CH3:1][O:2][C:3](=[O:35])[CH2:4][CH:5]1[C:14]2[C:9](=[C:10]([F:15])[CH:11]=[CH:12][CH:13]=2)[N:8]=[C:7]([C:16]2[CH:21]=[CH:20][C:19]([C:42]3[CH:41]=[CH:40][CH:39]=[C:38]([O:37][CH3:36])[CH:43]=3)=[CH:18][CH:17]=2)[N:6]1[C:23]1[CH:28]=[C:27]([C:29]([F:32])([F:31])[F:30])[CH:26]=[CH:25][C:24]=1[O:33][CH3:34]. (8) Given the reactants [CH3:1][C:2]1[NH:3][C:4]2[CH:10]=[C:9]([N+:11]([O-:13])=[O:12])[C:8]([N+:14]([O-:16])=[O:15])=[CH:7][C:5]=2[N:6]=1.CO.S(OC)(O[CH3:23])(=O)=O, predict the reaction product. The product is: [CH3:23][N:6]1[C:5]2[CH:7]=[C:8]([N+:14]([O-:16])=[O:15])[C:9]([N+:11]([O-:13])=[O:12])=[CH:10][C:4]=2[N:3]=[C:2]1[CH3:1].